This data is from Full USPTO retrosynthesis dataset with 1.9M reactions from patents (1976-2016). The task is: Predict the reactants needed to synthesize the given product. (1) Given the product [CH:15]1([CH2:18][NH:13][CH2:12][CH2:11][C:9]2[NH:8][C:7]3[CH:14]=[C:3]([O:2][CH3:1])[CH:4]=[CH:5][C:6]=3[N:10]=2)[CH2:17][CH2:16]1, predict the reactants needed to synthesize it. The reactants are: [CH3:1][O:2][C:3]1[CH:4]=[CH:5][C:6]2[N:10]=[C:9]([CH2:11][CH2:12][NH2:13])[NH:8][C:7]=2[CH:14]=1.[CH:15]1([CH:18]=O)[CH2:17][CH2:16]1. (2) Given the product [NH:24]1[C:19]2[C:20](=[CH:21][CH:12]=[CH:13][CH:18]=2)[C:22](=[O:26])[C:23]1=[O:25], predict the reactants needed to synthesize it. The reactants are: CN(C)S(C1C=CC([C:12]2[C:13]3CCN(C)C[C:18]=3[C:19]3[NH:24][C:23](=[O:25])[C:22](=[O:26])[C:20]=3[CH:21]=2)=CC=1)(=O)=O.ON=C1C2C=C(C3C=CC(S(N(C)C)(=O)=O)=CC=3)C3CCN(C)CC=3C=2NC1=O. (3) Given the product [F:76][C:66]1[C:67]2[C:71]([CH3:72])([CH3:73])[O:70][B:69]([OH:74])[C:68]=2[CH:75]=[C:64]([CH2:63][NH:62][C:4](=[O:6])[C:3]2[CH:7]=[CH:8][C:9]([C:11]3[CH2:15][C:14]([C:20]4[CH:25]=[C:24]([Cl:26])[C:23]([Cl:27])=[C:22]([Cl:28])[CH:21]=4)([C:16]([F:19])([F:18])[F:17])[O:13][N:12]=3)=[CH:10][C:2]=2[CH3:1])[CH:65]=1, predict the reactants needed to synthesize it. The reactants are: [CH3:1][C:2]1[CH:10]=[C:9]([C:11]2[CH2:15][C:14]([C:20]3[CH:25]=[C:24]([Cl:26])[C:23]([Cl:27])=[C:22]([Cl:28])[CH:21]=3)([C:16]([F:19])([F:18])[F:17])[O:13][N:12]=2)[CH:8]=[CH:7][C:3]=1[C:4]([OH:6])=O.CN(C(ON1N=NC2C=CC=CC1=2)=[N+](C)C)C.F[P-](F)(F)(F)(F)F.CCN(C(C)C)C(C)C.[NH2:62][CH2:63][C:64]1[CH:65]=[C:66]([F:76])[C:67]2[C:71]([CH3:73])([CH3:72])[O:70][B:69]([OH:74])[C:68]=2[CH:75]=1. (4) Given the product [C:24]([C:23]1[CH:26]=[CH:27][C:20]([NH:17][C:18]([N:7]2[CH2:8][CH:1]3[CH2:9][CH:5]([CH2:4][N:3]([C:10]([O:12][C:13]([CH3:16])([CH3:15])[CH3:14])=[O:11])[CH2:2]3)[CH2:6]2)=[O:19])=[CH:21][CH:22]=1)#[N:25], predict the reactants needed to synthesize it. The reactants are: [CH:1]12[CH2:9][CH:5]([CH2:6][NH:7][CH2:8]1)[CH2:4][N:3]([C:10]([O:12][C:13]([CH3:16])([CH3:15])[CH3:14])=[O:11])[CH2:2]2.[N:17]([C:20]1[CH:27]=[CH:26][C:23]([C:24]#[N:25])=[CH:22][CH:21]=1)=[C:18]=[O:19]. (5) Given the product [F:1][C:2]1[CH:7]=[CH:6][C:5]([CH:8]2[N:12]([S:13]([C:16]3[CH:21]=[CH:20][C:19]([CH3:22])=[CH:18][CH:17]=3)(=[O:15])=[O:14])[CH:11]([C:23]([Cl:28])=[O:25])[CH2:10][CH2:9]2)=[CH:4][CH:3]=1, predict the reactants needed to synthesize it. The reactants are: [F:1][C:2]1[CH:7]=[CH:6][C:5]([CH:8]2[N:12]([S:13]([C:16]3[CH:21]=[CH:20][C:19]([CH3:22])=[CH:18][CH:17]=3)(=[O:15])=[O:14])[CH:11]([C:23]([OH:25])=O)[CH2:10][CH2:9]2)=[CH:4][CH:3]=1.S(Cl)([Cl:28])=O. (6) Given the product [NH2:29][C:27](=[O:28])[CH2:26][C:20]1([NH:19][C:10]([C:7]2[CH:6]=[C:5]([O:13][CH2:14][C:15]([F:18])([F:17])[F:16])[C:4]([CH:1]3[CH2:2][CH2:3]3)=[CH:9][N:8]=2)=[O:12])[CH2:21][S:22](=[O:24])(=[O:25])[CH2:23]1, predict the reactants needed to synthesize it. The reactants are: [CH:1]1([C:4]2[C:5]([O:13][CH2:14][C:15]([F:18])([F:17])[F:16])=[CH:6][C:7]([C:10]([OH:12])=O)=[N:8][CH:9]=2)[CH2:3][CH2:2]1.[NH2:19][C:20]1([CH2:26][C:27]([NH2:29])=[O:28])[CH2:23][S:22](=[O:25])(=[O:24])[CH2:21]1. (7) Given the product [C:8]([C:5]1[N:6]=[N:7][C:2]([NH:21][C@@H:22]2[CH2:27][CH2:26][CH2:25][CH2:24][C@@H:23]2[NH:28][C:29](=[O:35])[O:30][C:31]([CH3:33])([CH3:32])[CH3:34])=[CH:3][C:4]=1[NH:11][C:12]1[CH:17]=[CH:16][CH:15]=[C:14]([CH2:18][CH2:19][CH3:20])[N:13]=1)(=[O:9])[NH2:10], predict the reactants needed to synthesize it. The reactants are: Cl[C:2]1[N:7]=[N:6][C:5]([C:8]([NH2:10])=[O:9])=[C:4]([NH:11][C:12]2[CH:17]=[CH:16][CH:15]=[C:14]([CH2:18][CH2:19][CH3:20])[N:13]=2)[CH:3]=1.[NH2:21][C@@H:22]1[CH2:27][CH2:26][CH2:25][CH2:24][C@@H:23]1[NH:28][C:29](=[O:35])[O:30][C:31]([CH3:34])([CH3:33])[CH3:32]. (8) Given the product [Cl:14][C:8]1[CH:7]=[C:6]2[C:11]([C:12](=[O:13])[C:3]([CH2:2][NH:1][C:27](=[O:28])[C:26]3[CH:30]=[CH:31][C:23]([O:22][CH3:21])=[N:24][CH:25]=3)=[CH:4][N:5]2[C:15]2[CH:16]=[CH:17][CH:18]=[CH:19][CH:20]=2)=[CH:10][CH:9]=1, predict the reactants needed to synthesize it. The reactants are: [NH2:1][CH2:2][C:3]1[C:12](=[O:13])[C:11]2[C:6](=[CH:7][C:8]([Cl:14])=[CH:9][CH:10]=2)[N:5]([C:15]2[CH:20]=[CH:19][CH:18]=[CH:17][CH:16]=2)[CH:4]=1.[CH3:21][O:22][C:23]1[CH:31]=[CH:30][C:26]([C:27](O)=[O:28])=[CH:25][N:24]=1.